The task is: Predict which catalyst facilitates the given reaction.. This data is from Catalyst prediction with 721,799 reactions and 888 catalyst types from USPTO. (1) Reactant: [F:1][C:2]1[CH:3]=[C:4]([S:8]([C:11]2[CH:16]=[CH:15][C:14](F)=[CH:13][C:12]=2[N+:18]([O-:20])=[O:19])(=[O:10])=[O:9])[CH:5]=[CH:6][CH:7]=1.[NH:21]1[CH2:27][CH2:26][CH2:25][NH:24][CH2:23][CH2:22]1.C(=O)([O-])[O-].[K+].[K+].O. Product: [F:1][C:2]1[CH:3]=[C:4]([S:8]([C:11]2[CH:16]=[CH:15][C:14]([N:21]3[CH2:27][CH2:26][CH2:25][NH:24][CH2:23][CH2:22]3)=[CH:13][C:12]=2[N+:18]([O-:20])=[O:19])(=[O:10])=[O:9])[CH:5]=[CH:6][CH:7]=1. The catalyst class is: 291. (2) Reactant: [Li+].[OH-].F[C:4]1[CH:13]=[C:12]([C:14]([F:17])([F:16])[F:15])[CH:11]=[CH:10][C:5]=1[C:6]([O:8]C)=O.[SH:18][CH2:19][C:20]([O:22][CH3:23])=[O:21].Cl. Product: [OH:8][C:6]1[C:5]2[CH:10]=[CH:11][C:12]([C:14]([F:17])([F:16])[F:15])=[CH:13][C:4]=2[S:18][C:19]=1[C:20]([O:22][CH3:23])=[O:21]. The catalyst class is: 18. (3) Reactant: S(Cl)([Cl:3])=O.[C:5]([C:8]1[C:17]2[C:12](=[CH:13][CH:14]=[CH:15][CH:16]=2)[C:11]([C:18]([OH:20])=O)=[CH:10][CH:9]=1)(=[O:7])[CH3:6]. Product: [C:5]([C:8]1[C:17]2[C:12](=[CH:13][CH:14]=[CH:15][CH:16]=2)[C:11]([C:18]([Cl:3])=[O:20])=[CH:10][CH:9]=1)(=[O:7])[CH3:6]. The catalyst class is: 11. (4) Reactant: Br[C:2]1[N:6](S(C2C=NC=CC=2)(=O)=O)[CH:5]=[C:4]([CH2:16][N:17]([CH3:25])[C:18](=[O:24])[O:19][C:20]([CH3:23])([CH3:22])[CH3:21])[CH:3]=1.[Cl:26][C:27]1[CH:32]=[CH:31][C:30](B(O)O)=[C:29]([F:36])[CH:28]=1.C(=O)([O-])[O-].[Na+].[Na+]. Product: [Cl:26][C:27]1[CH:32]=[CH:31][C:30]([C:2]2[NH:6][CH:5]=[C:4]([CH2:16][N:17]([CH3:25])[C:18](=[O:24])[O:19][C:20]([CH3:21])([CH3:22])[CH3:23])[CH:3]=2)=[C:29]([F:36])[CH:28]=1. The catalyst class is: 73. (5) Reactant: [F:1][C:2]1[CH:3]=[C:4]([CH2:9][C@H:10]([NH:32]C(=O)OC(C)(C)C)[C@H:11]([OH:31])[CH2:12][NH:13][C:14]2([C:24]3[CH:29]=[CH:28][CH:27]=[C:26]([I:30])[CH:25]=3)[CH2:22][CH2:21][C:20]3[C:16](=[CH:17][N:18]([CH3:23])[N:19]=3)[CH2:15]2)[CH:5]=[C:6]([F:8])[CH:7]=1.Cl. Product: [NH2:32][C@@H:10]([CH2:9][C:4]1[CH:3]=[C:2]([F:1])[CH:7]=[C:6]([F:8])[CH:5]=1)[C@H:11]([OH:31])[CH2:12][NH:13][C:14]1([C:24]2[CH:29]=[CH:28][CH:27]=[C:26]([I:30])[CH:25]=2)[CH2:22][CH2:21][C:20]2[C:16](=[CH:17][N:18]([CH3:23])[N:19]=2)[CH2:15]1. The catalyst class is: 12. (6) Reactant: [Cl:1][C:2]1[CH:3]=[C:4]([CH:7]=[CH:8][C:9]=1F)[C:5]#[N:6].[CH3:11][NH2:12].O. Product: [Cl:1][C:2]1[CH:3]=[C:4]([CH:7]=[CH:8][C:9]=1[NH:12][CH3:11])[C:5]#[N:6]. The catalyst class is: 1. (7) Reactant: CC(OI1(OC(C)=O)(OC(C)=O)OC(=O)C2C1=CC=CC=2)=O.[NH:23]1[C:31]2[C:26](=[C:27]([CH2:32][OH:33])[CH:28]=[CH:29][CH:30]=2)[CH:25]=[CH:24]1.[OH-].[Na+].CCOCC. Product: [NH:23]1[C:31]2[CH:30]=[CH:29][CH:28]=[C:27]([CH:32]=[O:33])[C:26]=2[CH:25]=[CH:24]1. The catalyst class is: 2. (8) Reactant: [CH2:1]([O:4][C:5]1[CH:10]=[C:9]([Cl:11])[C:8]([CH2:12][C:13]2[CH:18]=[CH:17][C:16]([O:19][CH2:20][CH3:21])=[CH:15][CH:14]=2)=[CH:7][C:6]=1[C@@H:22]1[O:27][C@H:26]([CH2:28][OH:29])[C@@H:25]([O:30][CH2:31][C:32]2[CH:37]=[CH:36][CH:35]=[CH:34][CH:33]=2)[C@H:24]([O:38][CH2:39][C:40]2[CH:45]=[CH:44][CH:43]=[CH:42][CH:41]=2)[C@H:23]1[O:46][CH2:47][C:48]1[CH:53]=[CH:52][CH:51]=[CH:50][CH:49]=1)[CH:2]=[CH2:3].[H-].[Na+].Br[CH2:57][CH2:58][CH2:59][CH2:60][CH2:61][O:62][Si:63]([C:76]([CH3:79])([CH3:78])[CH3:77])([C:70]1[CH:75]=[CH:74][CH:73]=[CH:72][CH:71]=1)[C:64]1[CH:69]=[CH:68][CH:67]=[CH:66][CH:65]=1. Product: [CH2:1]([O:4][C:5]1[CH:10]=[C:9]([Cl:11])[C:8]([CH2:12][C:13]2[CH:14]=[CH:15][C:16]([O:19][CH2:20][CH3:21])=[CH:17][CH:18]=2)=[CH:7][C:6]=1[C@@H:22]1[O:27][C@H:26]([CH2:28][O:29][CH2:57][CH2:58][CH2:59][CH2:60][CH2:61][O:62][Si:63]([C:76]([CH3:77])([CH3:79])[CH3:78])([C:70]2[CH:75]=[CH:74][CH:73]=[CH:72][CH:71]=2)[C:64]2[CH:69]=[CH:68][CH:67]=[CH:66][CH:65]=2)[C@@H:25]([O:30][CH2:31][C:32]2[CH:37]=[CH:36][CH:35]=[CH:34][CH:33]=2)[C@H:24]([O:38][CH2:39][C:40]2[CH:41]=[CH:42][CH:43]=[CH:44][CH:45]=2)[C@H:23]1[O:46][CH2:47][C:48]1[CH:53]=[CH:52][CH:51]=[CH:50][CH:49]=1)[CH:2]=[CH2:3]. The catalyst class is: 9. (9) Reactant: [C:1]([O:5][C:6](=[O:22])[NH:7][C:8]([CH3:21])([CH3:20])[CH2:9][C:10]1[C:18]2[C:13](=[C:14]([OH:19])[CH:15]=[CH:16][CH:17]=2)[NH:12][CH:11]=1)([CH3:4])([CH3:3])[CH3:2].Br[CH2:24][C:25]#[N:26].C([O-])([O-])=O.[K+].[K+]. Product: [C:1]([O:5][C:6](=[O:22])[NH:7][C:8]([CH3:21])([CH3:20])[CH2:9][C:10]1[C:18]2[C:13](=[C:14]([O:19][CH2:24][C:25]#[N:26])[CH:15]=[CH:16][CH:17]=2)[NH:12][CH:11]=1)([CH3:4])([CH3:2])[CH3:3]. The catalyst class is: 131. (10) Reactant: CCN(C(C)C)C(C)C.I[CH2:11][CH2:12][CH2:13][CH2:14][CH2:15][CH2:16][CH2:17][CH2:18][CH2:19][CH2:20][CH2:21][CH2:22][CH2:23][CH2:24][CH2:25][CH3:26].[CH3:27][C@@H:28]([C:31]([N:33]1[C@H:37]([C:38]([OH:40])=[O:39])[CH2:36][CH2:35][CH2:34]1)=[O:32])[CH2:29][SH:30].C1CCN2C(=NCCC2)CC1. Product: [CH2:11]([S:30][CH2:29][C@@H:28]([CH3:27])[C:31]([N:33]1[CH2:34][CH2:35][CH2:36][C@H:37]1[C:38]([OH:40])=[O:39])=[O:32])[CH2:12][CH2:13][CH2:14][CH2:15][CH2:16][CH2:17][CH2:18][CH2:19][CH2:20][CH2:21][CH2:22][CH2:23][CH2:24][CH2:25][CH3:26]. The catalyst class is: 7.